Dataset: Catalyst prediction with 721,799 reactions and 888 catalyst types from USPTO. Task: Predict which catalyst facilitates the given reaction. (1) Reactant: COC1C=CC(C[O:8][C:9]2[CH:20]=[CH:19][CH:18]=[CH:17][C:10]=2[O:11][C:12]2([CH2:15][OH:16])[CH2:14][CH2:13]2)=CC=1.C([O-])=O.[NH4+]. Product: [OH:16][CH2:15][C:12]1([O:11][C:10]2[CH:17]=[CH:18][CH:19]=[CH:20][C:9]=2[OH:8])[CH2:14][CH2:13]1. The catalyst class is: 43. (2) Reactant: [I:1][C:2]1[CH:6]=[CH:5][NH:4][N:3]=1.[H-].[Na+].Cl[C:10]1[CH:15]=[CH:14][N:13]=[C:12]([CH3:16])[N:11]=1. Product: [I:1][C:2]1[CH:6]=[CH:5][N:4]([C:10]2[CH:15]=[CH:14][N:13]=[C:12]([CH3:16])[N:11]=2)[N:3]=1. The catalyst class is: 16. (3) Reactant: [Cl:1][C:2]1[CH:18]=[CH:17][C:5]([O:6][C:7]2[CH:12]=[N:11][CH:10]=[C:9]3[S:13][C:14]([NH2:16])=[CH:15][C:8]=23)=[CH:4][CH:3]=1.[CH3:19][N:20]=[C:21]=[S:22]. Product: [Cl:1][C:2]1[CH:18]=[CH:17][C:5]([O:6][C:7]2[CH:12]=[N:11][CH:10]=[C:9]3[S:13][C:14]([NH:16][C:21]([NH:20][CH3:19])=[S:22])=[CH:15][C:8]=23)=[CH:4][CH:3]=1. The catalyst class is: 17.